This data is from Full USPTO retrosynthesis dataset with 1.9M reactions from patents (1976-2016). The task is: Predict the reactants needed to synthesize the given product. (1) Given the product [CH3:12][O:9][C:3]1[C:4]([CH3:8])=[CH:5][CH:6]=[CH:7][C:2]=1[CH3:1], predict the reactants needed to synthesize it. The reactants are: [CH3:1][C:2]1[CH:7]=[CH:6][CH:5]=[C:4]([CH3:8])[C:3]=1[OH:9].IC.[C:12](=O)([O-])[O-].[K+].[K+].O. (2) The reactants are: [NH2:1][C:2]1[CH:7]=[CH:6][C:5]([C@H:8]2[N:16]3[C@@H:11]([CH2:12][CH2:13][CH2:14][CH2:15]3)[CH2:10][CH2:9]2)=[CH:4][CH:3]=1.C(N(CC)CC)C.[CH3:24][S:25](Cl)(=[O:27])=[O:26].C(=O)(O)[O-].[Na+]. Given the product [CH3:24][S:25]([NH:1][C:2]1[CH:7]=[CH:6][C:5]([C@H:8]2[N:16]3[C@@H:11]([CH2:12][CH2:13][CH2:14][CH2:15]3)[CH2:10][CH2:9]2)=[CH:4][CH:3]=1)(=[O:27])=[O:26], predict the reactants needed to synthesize it. (3) Given the product [CH2:1]([O:8][C:9]([N:11]1[CH2:16][CH2:15][C:14]2[N:17]=[C:18]([N:34]([CH3:35])[CH3:33])[S:19][C:13]=2[CH:12]1[C:21]1[CH:26]=[C:25]([Cl:27])[CH:24]=[CH:23][C:22]=1[O:28][CH2:29][C:30]([OH:32])=[O:31])=[O:10])[C:2]1[CH:7]=[CH:6][CH:5]=[CH:4][CH:3]=1, predict the reactants needed to synthesize it. The reactants are: [CH2:1]([O:8][C:9]([N:11]1[CH2:16][CH2:15][C:14]2[N:17]=[C:18](Br)[S:19][C:13]=2[CH:12]1[C:21]1[CH:26]=[C:25]([Cl:27])[CH:24]=[CH:23][C:22]=1[O:28][CH2:29][C:30]([OH:32])=[O:31])=[O:10])[C:2]1[CH:7]=[CH:6][CH:5]=[CH:4][CH:3]=1.[CH3:33][NH:34][CH3:35]. (4) Given the product [CH3:34][C:30]1[CH:31]=[CH:32][CH:33]=[C:2]([CH3:1])[C:3]=1[O:4][C:5]1[CH:6]=[C:7]([C:8](=[O:9])[N:72]([CH2:71][C:70]([NH:69][CH3:68])=[O:80])[CH2:73][C:74]2[CH:79]=[CH:78][CH:77]=[CH:76][N:75]=2)[CH:11]=[CH:12][C:13]=1[C:14]1[C:15]2[CH:24]=[C:23]([C:25]([NH:26][CH2:27][CH3:28])=[O:29])[NH:22][C:16]=2[C:17](=[O:21])[N:18]([CH3:20])[CH:19]=1, predict the reactants needed to synthesize it. The reactants are: [CH3:1][C:2]1[CH:33]=[CH:32][CH:31]=[C:30]([CH3:34])[C:3]=1[O:4][C:5]1[CH:6]=[C:7]([CH:11]=[CH:12][C:13]=1[C:14]1[C:15]2[CH:24]=[C:23]([C:25](=[O:29])[NH:26][CH2:27][CH3:28])[NH:22][C:16]=2[C:17](=[O:21])[N:18]([CH3:20])[CH:19]=1)[C:8](O)=[O:9].C(N(C(C)C)CC)(C)C.F[P-](F)(F)(F)(F)F.N1(OC(N(C)C)=[N+](C)C)C2N=CC=CC=2N=N1.[CH3:68][NH:69][C:70](=[O:80])[CH2:71][NH:72][CH2:73][C:74]1[CH:79]=[CH:78][CH:77]=[CH:76][N:75]=1. (5) Given the product [CH3:1][O:2][C:3]([C:5]1[CH:6]=[C:7]([OH:14])[CH:8]=[C:9]2[O:13][CH2:12][CH2:11][C:10]=12)=[O:4], predict the reactants needed to synthesize it. The reactants are: [CH3:1][O:2][C:3]([C:5]1[CH:6]=[C:7]([OH:14])[CH:8]=[C:9]2[O:13][CH:12]=[CH:11][C:10]=12)=[O:4].C(O)(=O)C.